Dataset: Forward reaction prediction with 1.9M reactions from USPTO patents (1976-2016). Task: Predict the product of the given reaction. (1) Given the reactants [CH3:1][O:2][C:3]1[CH:25]=[C:24]([O:26][CH3:27])[CH:23]=[CH:22][C:4]=1[CH2:5][N:6]([CH2:18][C@@H:19](O)[CH3:20])[C:7](=[O:17])[C@@H:8]([NH:10][C:11](=[O:16])[C:12]([F:15])([F:14])[F:13])[CH3:9].[C:28]1(OP(O[C:28]2[CH:33]=[CH:32]C=[CH:30][CH:29]=2)(O[C:28]2[CH:33]=[CH:32]C=[CH:30][CH:29]=2)=O)[CH:33]=[CH:32]C=[CH:30][CH:29]=1.[N:51]([C:58]([O:60][CH2:61][CH3:62])=[O:59])=[N:51][C:58]([O:60][CH2:61][CH3:62])=[O:59], predict the reaction product. The product is: [CH2:61]([O:60][C:58]([N:51]1[C@H:19]([CH3:20])[CH2:18][N:6]([CH2:5][C:4]2[CH:22]=[CH:23][C:24]([O:26][CH3:27])=[CH:25][C:3]=2[O:2][CH3:1])[C:7](=[O:17])[C@@H:8]1[CH3:9])=[O:59])[C:62]1[CH:32]=[CH:33][CH:28]=[CH:29][CH:30]=1.[CH3:1][O:2][C:3]1[CH:25]=[C:24]([O:26][CH3:27])[CH:23]=[CH:22][C:4]=1[CH2:5][N:6]1[CH2:18][C@@H:19]([CH3:20])[N:10]([C:11](=[O:16])[C:12]([F:14])([F:13])[F:15])[C@@H:8]([CH3:9])[C:7]1=[O:17]. (2) Given the reactants P(Cl)(Cl)([Cl:3])=O.[CH2:6]([C:10]1[CH:19]=[CH:18][CH:17]=[C:16]2[C:11]=1[CH:12]=[CH:13][C:14](=O)[NH:15]2)[CH:7]([CH3:9])[CH3:8], predict the reaction product. The product is: [Cl:3][C:14]1[CH:13]=[CH:12][C:11]2[C:16](=[CH:17][CH:18]=[CH:19][C:10]=2[CH2:6][CH:7]([CH3:9])[CH3:8])[N:15]=1. (3) Given the reactants [CH3:1][NH:2][CH2:3][CH2:4][O:5][C:6]1[CH:15]=[CH:14][CH:13]=[C:12]2[C:7]=1[C:8](=[O:16])[NH:9][CH:10]=[N:11]2.[C:17](OC(=O)C)(=[O:19])[CH3:18], predict the reaction product. The product is: [CH3:1][N:2]([CH2:3][CH2:4][O:5][C:6]1[CH:15]=[CH:14][CH:13]=[C:12]2[C:7]=1[C:8](=[O:16])[NH:9][CH:10]=[N:11]2)[C:17](=[O:19])[CH3:18]. (4) Given the reactants Cl.[NH2:2][CH:3]1[CH2:8][CH2:7][CH2:6][NH:5][C:4]1=[O:9].C([O-])([O-])=O.[K+].[K+].O.[C:17](Cl)(=[O:24])[C:18]1[CH:23]=[CH:22][CH:21]=[CH:20][CH:19]=1, predict the reaction product. The product is: [C:17]([NH:2][CH:3]1[CH2:8][CH2:7][CH2:6][NH:5][C:4]1=[O:9])(=[O:24])[C:18]1[CH:23]=[CH:22][CH:21]=[CH:20][CH:19]=1.